This data is from Forward reaction prediction with 1.9M reactions from USPTO patents (1976-2016). The task is: Predict the product of the given reaction. (1) Given the reactants [Cl:1][C:2]1[C:3]([CH3:12])=[CH:4][C:5]([F:11])=[C:6]([CH:10]=1)[C:7](O)=[O:8].[CH3:13][S:14]([NH2:17])(=[O:16])=[O:15].Cl.C(N=C=NCCCN(C)C)C, predict the reaction product. The product is: [Cl:1][C:2]1[C:3]([CH3:12])=[CH:4][C:5]([F:11])=[C:6]([CH:10]=1)[C:7]([NH:17][S:14]([CH3:13])(=[O:16])=[O:15])=[O:8]. (2) Given the reactants [NH2:1][C:2]1[CH:7]=[CH:6][CH:5]=[CH:4][CH:3]=1.Br[CH2:9][CH2:10][CH2:11][CH2:12][CH2:13][CH3:14].[OH-].[K+], predict the reaction product. The product is: [CH2:9]([N:1]([CH2:6][CH2:7][CH2:2][CH2:3][CH2:4][CH3:5])[C:2]1[CH:7]=[CH:6][CH:5]=[CH:4][CH:3]=1)[CH2:10][CH2:11][CH2:12][CH2:13][CH3:14]. (3) Given the reactants NC1C2C(=C(C3C([C@@H](NC(=O)CN4C5C(F)(F)CCC(F)(F)C=5C(C(F)F)=N4)CC4C=C(F)C=C(F)C=4)=NC(SC)=NC=3)C=CC=2)N(C)N=1.[F:50][CH:51]([F:67])[C:52]1[C:53]2[C@H:63]3[CH2:64][C@H:62]3[C:61]([F:66])([F:65])[C:54]=2[N:55]([CH2:57][C:58]([OH:60])=O)[N:56]=1.[NH2:68][C@H:69]([C:79]1[C:84]([C:85]2[CH:86]=[CH:87][C:88]([Cl:100])=[C:89]3[C:93]=2[N:92]([CH3:94])[N:91]=[C:90]3[NH:95][S:96]([CH3:99])(=[O:98])=[O:97])=[CH:83][C:82]([NH:101][CH3:102])=[C:81]([C:103]#[C:104][C:105]([OH:108])([CH3:107])[CH3:106])[N:80]=1)[CH2:70][C:71]1[CH:76]=[C:75]([F:77])[CH:74]=[C:73]([F:78])[CH:72]=1, predict the reaction product. The product is: [Cl:100][C:88]1[CH:87]=[CH:86][C:85]([C:84]2[C:79]([C@@H:69]([NH:68][C:58](=[O:60])[CH2:57][N:55]3[C:54]4[C:61]([F:65])([F:66])[C@@H:62]5[CH2:64][C@@H:63]5[C:53]=4[C:52]([CH:51]([F:50])[F:67])=[N:56]3)[CH2:70][C:71]3[CH:72]=[C:73]([F:78])[CH:74]=[C:75]([F:77])[CH:76]=3)=[N:80][C:81]([C:103]#[C:104][C:105]([OH:108])([CH3:106])[CH3:107])=[C:82]([NH:101][CH3:102])[CH:83]=2)=[C:93]2[C:89]=1[C:90]([NH:95][S:96]([CH3:99])(=[O:98])=[O:97])=[N:91][N:92]2[CH3:94]. (4) Given the reactants Cl.[NH2:2][C@H:3]1[CH2:8][CH2:7][C@H:6]([C:9]([O:11][CH3:12])=[O:10])[CH2:5][CH2:4]1.C(N(CC)CC)C.Cl[C:21]([O:23][CH2:24][CH2:25][Cl:26])=[O:22].Cl, predict the reaction product. The product is: [Cl:26][CH2:25][CH2:24][O:23][C:21]([NH:2][C@H:3]1[CH2:4][CH2:5][C@H:6]([C:9]([O:11][CH3:12])=[O:10])[CH2:7][CH2:8]1)=[O:22]. (5) Given the reactants FC(F)(F)S(O[C:7]1[C:11]2[C:12]3[N:13]([N:26]=[CH:27][N:28]=3)[C:14](=[O:25])[N:15]([CH2:16][C:17]3[CH:22]=[CH:21][C:20]([O:23][CH3:24])=[CH:19][CH:18]=3)[C:10]=2[S:9][CH:8]=1)(=O)=O.[B-](F)(F)(F)[CH:32]=[CH2:33].[K+].C(Cl)Cl.C(N(CC)CC)C, predict the reaction product. The product is: [CH3:24][O:23][C:20]1[CH:21]=[CH:22][C:17]([CH2:16][N:15]2[C:10]3[S:9][CH:8]=[C:7]([CH:32]=[CH2:33])[C:11]=3[C:12]3=[N:28][CH:27]=[N:26][N:13]3[C:14]2=[O:25])=[CH:18][CH:19]=1.